This data is from Full USPTO retrosynthesis dataset with 1.9M reactions from patents (1976-2016). The task is: Predict the reactants needed to synthesize the given product. (1) Given the product [CH2:1]([C:10]1[CH:11]=[C:12]([CH:17]=[CH:18][C:19]=1[I:20])[C:13]([O:15][CH3:16])=[O:14])[C:2]1[CH:7]=[CH:6][CH:5]=[CH:4][CH:3]=1, predict the reactants needed to synthesize it. The reactants are: [CH2:1](Cl)[C:2]1[CH:7]=[CH:6][CH:5]=[CH:4][CH:3]=1.O[C:10]1[CH:11]=[C:12]([CH:17]=[CH:18][C:19]=1[I:20])[C:13]([O:15][CH3:16])=[O:14].C(=O)([O-])[O-].[K+].[K+]. (2) Given the product [C:1]([C:5]1[N:10]=[C:9]([NH:11][C:12]2[CH:17]=[C:16]([Cl:18])[N:15]=[N:14][C:13]=2[C:19]([NH2:24])=[O:21])[CH:8]=[CH:7][N:6]=1)([CH3:2])([CH3:3])[CH3:4], predict the reactants needed to synthesize it. The reactants are: [C:1]([C:5]1[N:10]=[C:9]([NH:11][C:12]2[CH:17]=[C:16]([Cl:18])[N:15]=[N:14][C:13]=2[C:19]([O:21]CC)=O)[CH:8]=[CH:7][N:6]=1)([CH3:4])([CH3:3])[CH3:2].[NH3:24]. (3) Given the product [CH2:1]([O:3][C:4]1[N:8]([CH2:9][C:10]2[CH:15]=[CH:14][C:13]([C:16]3[CH:21]=[CH:20][CH:19]=[CH:18][C:17]=3[C:22]3[NH:26][N:25]=[N:24][N:23]=3)=[CH:12][CH:11]=2)[C:7]2[C:46]([C:50]([O:52][C:53]([O:56][C:57]([O:59][CH2:60][CH2:61][CH2:62][CH2:63][CH:64]([O:66][N+:67]([O-:69])=[O:68])[CH3:65])=[O:58])([CH3:54])[CH3:55])=[O:51])=[CH:47][CH:48]=[CH:49][C:6]=2[N:5]=1)[CH3:2], predict the reactants needed to synthesize it. The reactants are: [CH2:1]([O:3][C:4]1[N:8]([CH2:9][C:10]2[CH:15]=[CH:14][C:13]([C:16]3[CH:21]=[CH:20][CH:19]=[CH:18][C:17]=3[C:22]3[N:26](C(C4C=CC=CC=4)(C4C=CC=CC=4)C4C=CC=CC=4)[N:25]=[N:24][N:23]=3)=[CH:12][CH:11]=2)[C:7]2[C:46]([C:50]([O:52][C:53]([O:56][C:57]([O:59][CH2:60][CH2:61][CH2:62][CH2:63][CH:64]([O:66][N+:67]([O-:69])=[O:68])[CH3:65])=[O:58])([CH3:55])[CH3:54])=[O:51])=[CH:47][CH:48]=[CH:49][C:6]=2[N:5]=1)[CH3:2]. (4) The reactants are: [ClH:1].[OH:2][C:3]([C:35]1[CH:40]=[CH:39][CH:38]=[CH:37][CH:36]=1)([C:29]1[CH:34]=[CH:33][CH:32]=[CH:31][CH:30]=1)[CH:4]1[CH2:9][CH2:8][N:7]([CH2:10][CH2:11][CH2:12][C:13]([C:15]2[CH:20]=[CH:19][C:18](C(C)(C)C(OCC)=O)=[CH:17][CH:16]=2)=[O:14])[CH2:6][CH2:5]1.[OH-:41].[Na+].[BH4-].[Na+].Cl. Given the product [OH2:2].[ClH:1].[OH:2][C:3]([C:29]1[CH:30]=[CH:31][CH:32]=[CH:33][CH:34]=1)([C:35]1[CH:36]=[CH:37][CH:38]=[CH:39][CH:40]=1)[CH:4]1[CH2:9][CH2:8][N:7]([CH2:10][CH2:11][CH2:12][CH:13]([C:15]2[CH:20]=[CH:19][CH:18]=[CH:17][C:16]=2[C:4]([CH3:9])([CH3:5])[C:3]([OH:2])=[O:41])[OH:14])[CH2:6][CH2:5]1, predict the reactants needed to synthesize it. (5) Given the product [C:27]1([O:26][C:24](=[O:25])[NH:1][C:2]2[S:6][N:5]=[C:4]([CH2:7][N:8]([CH3:16])[C:9]([C@H:11]3[CH2:15][CH2:14][CH2:13][O:12]3)=[O:10])[N:3]=2)[CH:32]=[CH:31][CH:30]=[CH:29][CH:28]=1, predict the reactants needed to synthesize it. The reactants are: [NH2:1][C:2]1[S:6][N:5]=[C:4]([CH2:7][N:8]([CH3:16])[C:9]([C@H:11]2[CH2:15][CH2:14][CH2:13][O:12]2)=[O:10])[N:3]=1.N1C=CC=CC=1.Cl[C:24]([O:26][C:27]1[CH:32]=[CH:31][CH:30]=[CH:29][CH:28]=1)=[O:25]. (6) The reactants are: [CH3:1][N:2]([CH3:36])[C:3]([C:5]1[C:6]([NH:29][CH:30]2[CH2:35][CH2:34][O:33][CH2:32][CH2:31]2)=[C:7]2[C:24]([CH3:25])=[N:23][N:22]([CH:26]([CH3:28])[CH3:27])[C:8]2=[N:9][C:10]=1[C:11]1[CH:16]=[CH:15][CH:14]=[C:13]([O:17][CH2:18][CH:19]2[CH2:21][O:20]2)[CH:12]=1)=[O:4].[CH3:37][NH2:38]. Given the product [CH3:36][N:2]([CH3:1])[C:3]([C:5]1[C:6]([NH:29][CH:30]2[CH2:31][CH2:32][O:33][CH2:34][CH2:35]2)=[C:7]2[C:24]([CH3:25])=[N:23][N:22]([CH:26]([CH3:27])[CH3:28])[C:8]2=[N:9][C:10]=1[C:11]1[CH:16]=[CH:15][CH:14]=[C:13]([O:17][CH2:18][CH:19]([OH:20])[CH2:21][NH:38][CH3:37])[CH:12]=1)=[O:4], predict the reactants needed to synthesize it. (7) Given the product [C:1](/[C:3](=[CH:11]\[C:12]1[CH:17]=[CH:16][CH:15]=[C:14]([NH:18][C:19]2[C:27]3[C:22](=[N:23][CH:24]=[CH:25][C:26]=3[O:28][C:29]3[CH:34]=[CH:33][C:32]([O:35][C:36]4[CH:41]=[CH:40][CH:39]=[CH:38][CH:37]=4)=[CH:31][CH:30]=3)[N:21]([CH2:42][C:43]3[CH:44]=[CH:45][C:46]([O:49][CH3:50])=[CH:47][CH:48]=3)[N:20]=2)[CH:13]=1)/[C:4]([OH:6])=[O:5])#[N:2], predict the reactants needed to synthesize it. The reactants are: [C:1](/[C:3](=[CH:11]\[C:12]1[CH:17]=[CH:16][CH:15]=[C:14]([NH:18][C:19]2[C:27]3[C:22](=[N:23][CH:24]=[CH:25][C:26]=3[O:28][C:29]3[CH:34]=[CH:33][C:32]([O:35][C:36]4[CH:41]=[CH:40][CH:39]=[CH:38][CH:37]=4)=[CH:31][CH:30]=3)[N:21]([CH2:42][C:43]3[CH:48]=[CH:47][C:46]([O:49][CH3:50])=[CH:45][CH:44]=3)[N:20]=2)[CH:13]=1)/[C:4]([O:6]C(C)(C)C)=[O:5])#[N:2]. (8) Given the product [Cl:1][C:2]1[CH:3]=[CH:4][C:5]([C:44]#[N:45])=[C:6]([C:8]2[C:13]([O:14][CH3:15])=[CH:12][N:11]([CH:16]([CH2:38][CH:39]3[CH2:40][CH2:41][CH2:42]3)[C:17]([NH:19][C:20]3[CH:28]=[C:27]4[C:23]([C:24](=[O:37])[N:25]([CH3:36])[NH:26]4)=[CH:22][CH:21]=3)=[O:18])[C:10](=[O:43])[CH:9]=2)[CH:7]=1, predict the reactants needed to synthesize it. The reactants are: [Cl:1][C:2]1[CH:3]=[CH:4][C:5]([C:44]#[N:45])=[C:6]([C:8]2[C:13]([O:14][CH3:15])=[CH:12][N:11]([CH:16]([CH2:38][CH:39]3[CH2:42][CH2:41][CH2:40]3)[C:17]([NH:19][C:20]3[CH:28]=[C:27]4[C:23]([C:24](=[O:37])[N:25]([CH3:36])[N:26]4C(OC(C)(C)C)=O)=[CH:22][CH:21]=3)=[O:18])[C:10](=[O:43])[CH:9]=2)[CH:7]=1.C(O)(C(F)(F)F)=O. (9) Given the product [CH2:38]([S:45]([N:48]1[CH:52]=[CH:51][C:50]([NH:53][C:7]([C:4]2[CH:5]=[CH:6][N:1]=[CH:2][N:3]=2)=[O:9])=[CH:49]1)(=[O:47])=[O:46])[C:39]1[CH:44]=[CH:43][CH:42]=[CH:41][CH:40]=1, predict the reactants needed to synthesize it. The reactants are: [N:1]1[CH:6]=[CH:5][C:4]([C:7]([OH:9])=O)=[N:3][CH:2]=1.F[P-](F)(F)(F)(F)F.ClC(=[N+]1CCCC1)N1CCCC1.C(N(C(C)C)CC)(C)C.[CH2:38]([S:45]([N:48]1[CH:52]=[CH:51][C:50]([NH2:53])=[CH:49]1)(=[O:47])=[O:46])[C:39]1[CH:44]=[CH:43][CH:42]=[CH:41][CH:40]=1. (10) Given the product [F:1][C:2]1[C:3]([O:12][CH3:13])=[CH:4][CH:5]=[C:6]2[C:10]=1[C:9](=[C:15]([C:14]#[N:18])[C:16]#[N:17])[CH2:8][CH2:7]2, predict the reactants needed to synthesize it. The reactants are: [F:1][C:2]1[C:3]([O:12][CH3:13])=[CH:4][CH:5]=[C:6]2[C:10]=1[C:9](=O)[CH2:8][CH2:7]2.[C:14](#[N:18])[CH2:15][C:16]#[N:17].C([O-])(=O)C.[NH4+].C(O)(=O)C.